Task: Predict the reactants needed to synthesize the given product.. Dataset: Full USPTO retrosynthesis dataset with 1.9M reactions from patents (1976-2016) (1) Given the product [CH2:23]([O:22][C:19]1[C:18]2[C:13](=[CH:14][CH:15]=[C:16]([F:30])[CH:17]=2)[CH:12]=[C:11]([CH2:9][OH:8])[C:20]=1[CH3:21])[C:24]1[CH:25]=[CH:26][CH:27]=[CH:28][CH:29]=1, predict the reactants needed to synthesize it. The reactants are: [H-].[H-].[H-].[H-].[Li+].[Al+3].C[O:8][C:9]([C:11]1[C:20]([CH3:21])=[C:19]([O:22][CH2:23][C:24]2[CH:29]=[CH:28][CH:27]=[CH:26][CH:25]=2)[C:18]2[C:13](=[CH:14][CH:15]=[C:16]([F:30])[CH:17]=2)[CH:12]=1)=O. (2) Given the product [Br:27][C:28]1[CH:29]=[C:30]2[C:35](=[CH:36][CH:37]=1)[C:34]([CH2:38][N:15]1[C:14](=[O:24])[C@@H:13]([NH:12][C:11](=[O:25])[C@@H:10]([N:2]([CH3:1])[C:3](=[O:9])[O:4][C:5]([CH3:8])([CH3:6])[CH3:7])[CH3:26])[CH2:19][O:18][C:17]3[CH:20]=[CH:21][CH:22]=[CH:23][C:16]1=3)=[C:33]([O:40][CH3:41])[CH:32]=[CH:31]2, predict the reactants needed to synthesize it. The reactants are: [CH3:1][N:2]([C@@H:10]([CH3:26])[C:11](=[O:25])[NH:12][C@H:13]1[CH2:19][O:18][C:17]2[CH:20]=[CH:21][CH:22]=[CH:23][C:16]=2[NH:15][C:14]1=[O:24])[C:3](=[O:9])[O:4][C:5]([CH3:8])([CH3:7])[CH3:6].[Br:27][C:28]1[CH:29]=[C:30]2[C:35](=[CH:36][CH:37]=1)[C:34]([CH2:38]Cl)=[C:33]([O:40][CH3:41])[CH:32]=[CH:31]2.C([O-])([O-])=O.[Cs+].[Cs+].[Na+].[I-].